From a dataset of Full USPTO retrosynthesis dataset with 1.9M reactions from patents (1976-2016). Predict the reactants needed to synthesize the given product. (1) Given the product [F:8][C:7]1[C:2]([CH2:32][C:33]([CH3:36])([CH3:35])[CH3:34])=[CH:3][C:4]([O:29][CH3:30])=[C:5]([N:9]2[C:18]3[C:13](=[CH:14][C:15]([S:19]([NH:22][C:23]4[CH:27]=[CH:26][O:25][N:24]=4)(=[O:20])=[O:21])=[CH:16][CH:17]=3)[CH:12]=[CH:11][C:10]2=[O:28])[CH:6]=1, predict the reactants needed to synthesize it. The reactants are: Br[C:2]1[C:7]([F:8])=[CH:6][C:5]([N:9]2[C:18]3[C:13](=[CH:14][C:15]([S:19]([NH:22][C:23]4[CH:27]=[CH:26][O:25][N:24]=4)(=[O:21])=[O:20])=[CH:16][CH:17]=3)[CH:12]=[CH:11][C:10]2=[O:28])=[C:4]([O:29][CH3:30])[CH:3]=1.[Br-].[CH2:32]([Zn+])[C:33]([CH3:36])([CH3:35])[CH3:34]. (2) Given the product [CH3:16][C:13]1[N:14]=[CH:15][C:10]([C:8]#[C:9][C:24]2[C:32]3[NH:31][C:30]4[CH2:33][CH:34]5[CH2:38][CH:37]([C:29]=4[C:28]=3[CH:27]=[CH:26][CH:25]=2)[NH:36][CH2:35]5)=[CH:11][CH:12]=1, predict the reactants needed to synthesize it. The reactants are: C(N(CC)CC)C.[C:8]([C:10]1[CH:11]=[CH:12][C:13]([CH3:16])=[N:14][CH:15]=1)#[CH:9].S([O-])([O-])(=O)=O.[Mg+2].Br[C:24]1[C:32]2[NH:31][C:30]3[CH2:33][CH:34]4[CH2:38][CH:37]([C:29]=3[C:28]=2[CH:27]=[CH:26][CH:25]=1)[NH:36][CH2:35]4. (3) Given the product [S:11]([C:12]1[CH:20]=[CH:19][CH:18]=[CH:17][C:13]=1[C:14]([OH:16])=[O:15])[C:6]1[CH:7]=[CH:8][CH:9]=[CH:10][C:5]=1[C:3]([OH:21])=[O:1], predict the reactants needed to synthesize it. The reactants are: [OH-:1].[Na+].[C:3]([C:5]1[CH:10]=[CH:9][CH:8]=[CH:7][C:6]=1[S:11][C:12]1[CH:20]=[CH:19][CH:18]=[CH:17][C:13]=1[C:14]([OH:16])=[O:15])#N.[OH2:21]. (4) Given the product [CH3:19][S:29]([C:3]1[N:8]=[C:7]([C:9]2[N:13]3[CH:14]=[CH:15][CH:16]=[CH:17][C:12]3=[N:11][CH:10]=2)[CH:6]=[CH:5][N:4]=1)(=[O:32])=[O:30], predict the reactants needed to synthesize it. The reactants are: CS[C:3]1[N:8]=[C:7]([C:9]2[N:13]3[CH:14]=[CH:15][CH:16]=[CH:17][C:12]3=[N:11][CH:10]=2)[CH:6]=[CH:5][N:4]=1.Cl[C:19]1C=CC=C(C(OO)=O)C=1.[S:29]([O-:32])([O-])=[O:30].[Na+].[Na+]. (5) Given the product [C:1]([O:5][C:6]([NH:8][C:9]1[CH:14]=[C:13]([CH2:15][OH:16])[N:12]=[C:11]([C:19]([O:21][CH3:22])=[O:20])[CH:10]=1)=[O:7])([CH3:4])([CH3:3])[CH3:2], predict the reactants needed to synthesize it. The reactants are: [C:1]([O:5][C:6]([NH:8][C:9]1[CH:14]=[C:13]([C:15](OC)=[O:16])[N:12]=[C:11]([C:19]([O:21][CH3:22])=[O:20])[CH:10]=1)=[O:7])([CH3:4])([CH3:3])[CH3:2].CO.[BH4-].[Na+]. (6) Given the product [NH3:7].[ClH:18].[NH2:7][CH2:8][C:9]([N:10]1[CH2:15][CH2:14][CH2:13][CH2:12][CH2:11]1)=[O:16], predict the reactants needed to synthesize it. The reactants are: C(OC(=O)[NH:7][CH2:8][C:9](=[O:16])[N:10]1[CH2:15][CH2:14][CH2:13][CH2:12][CH2:11]1)(C)(C)C.[ClH:18].CO. (7) The reactants are: Cl.[C:2]1([C:8]2[CH:13]=[CH:12][C:11]([C:14]3[O:15]CC(C)(C)N=3)=[C:10]([CH2:21][CH2:22][CH3:23])[CH:9]=2)[CH:7]=[CH:6][CH:5]=[CH:4][CH:3]=1.C(O)(=[O:26])C. Given the product [C:2]1([C:8]2[CH:13]=[CH:12][C:11]([C:14]([OH:15])=[O:26])=[C:10]([CH2:21][CH2:22][CH3:23])[CH:9]=2)[CH:3]=[CH:4][CH:5]=[CH:6][CH:7]=1, predict the reactants needed to synthesize it. (8) Given the product [NH2:43][C:44]1[CH:45]=[C:46]([NH:51][S:52]([CH3:55])(=[O:54])=[O:53])[CH:47]=[CH:48][C:49]=1[NH:50][C:6](=[O:8])[C@@:5]([CH2:10][C:11]1[CH:16]=[CH:15][C:14]([F:17])=[CH:13][CH:12]=1)([OH:9])[C:4]([O:3][CH2:1][CH3:2])=[O:18], predict the reactants needed to synthesize it. The reactants are: [CH2:1]([O:3][C:4](=[O:18])[C@:5]([CH2:10][C:11]1[CH:16]=[CH:15][C:14]([F:17])=[CH:13][CH:12]=1)([OH:9])[C:6]([OH:8])=O)[CH3:2].CN(C(ON1N=NC2C=CC=NC1=2)=[N+](C)C)C.F[P-](F)(F)(F)(F)F.[NH2:43][C:44]1[CH:45]=[C:46]([NH:51][S:52]([CH3:55])(=[O:54])=[O:53])[CH:47]=[CH:48][C:49]=1[NH2:50].O. (9) Given the product [Si:43]([O:42][CH:39]1[CH2:38][CH2:37][N:36]([C:33]2[C:34]([Cl:35])=[C:27]([NH:26][C:2]3[N:7]=[C:6]([N:8]([CH:18]4[CH2:20][CH2:19]4)[CH2:9][C:10]4[CH:15]=[CH:14][C:13]([O:16][CH3:17])=[CH:12][CH:11]=4)[C:5]4=[N:21][CH:22]=[C:23]([C:24]#[N:25])[N:4]4[N:3]=3)[CH:28]=[C:29]([C:30]#[N:31])[CH:32]=2)[CH2:41][CH2:40]1)([C:46]([CH3:49])([CH3:48])[CH3:47])([CH3:44])[CH3:45], predict the reactants needed to synthesize it. The reactants are: Cl[C:2]1[N:7]=[C:6]([N:8]([CH:18]2[CH2:20][CH2:19]2)[CH2:9][C:10]2[CH:15]=[CH:14][C:13]([O:16][CH3:17])=[CH:12][CH:11]=2)[C:5]2=[N:21][CH:22]=[C:23]([C:24]#[N:25])[N:4]2[N:3]=1.[NH2:26][C:27]1[CH:28]=[C:29]([CH:32]=[C:33]([N:36]2[CH2:41][CH2:40][CH:39]([O:42][Si:43]([C:46]([CH3:49])([CH3:48])[CH3:47])([CH3:45])[CH3:44])[CH2:38][CH2:37]2)[C:34]=1[Cl:35])[C:30]#[N:31].CC1(C)C2C(=C(P(C3C=CC=CC=3)C3C=CC=CC=3)C=CC=2)OC2C(P(C3C=CC=CC=3)C3C=CC=CC=3)=CC=CC1=2.C(=O)([O-])[O-].[Cs+].[Cs+]. (10) Given the product [C:1]([C:5]1[CH:6]=[CH:7][C:8]([CH2:11][CH2:12][Cl:13])=[CH:9][CH:10]=1)([CH3:4])([CH3:2])[CH3:3], predict the reactants needed to synthesize it. The reactants are: [C:1]([C:5]1[CH:10]=[CH:9][C:8]([C:11](=O)[CH2:12][Cl:13])=[CH:7][CH:6]=1)([CH3:4])([CH3:3])[CH3:2].C([SiH](CC)CC)C.C(O)(C(F)(F)F)=O.